From a dataset of Reaction yield outcomes from USPTO patents with 853,638 reactions. Predict the reaction yield, written as a fraction of the theoretical maximum amount of product (1.0 means a 100% yield; for example, 0.34 means a 34% yield). (1) The reactants are [CH3:1][O:2][C:3]1([C:9]2[CH:37]=[CH:36][C:35]([C:38]([F:41])([F:40])[F:39])=[CH:34][C:10]=2[CH2:11][N:12]([CH2:19][C:20]2[CH:25]=[C:24]([C:26]([F:29])([F:28])[F:27])[CH:23]=[C:22]([C:30]([F:33])([F:32])[F:31])[CH:21]=2)[C:13]2[N:14]=[N:15][N:16]([CH3:18])[N:17]=2)[CH2:8][CH2:7][NH:6][CH2:5][CH2:4]1.C(N(C(C)C)CC)(C)C.Cl[C:52]([O:54][CH2:55][CH3:56])=[O:53]. The catalyst is C(Cl)Cl. The product is [F:29][C:26]([F:28])([F:27])[C:24]1[CH:25]=[C:20]([CH:21]=[C:22]([C:30]([F:31])([F:32])[F:33])[CH:23]=1)[CH2:19][N:12]([CH2:11][C:10]1[CH:34]=[C:35]([C:38]([F:41])([F:39])[F:40])[CH:36]=[CH:37][C:9]=1[C:3]1([O:2][CH3:1])[CH2:4][CH2:5][N:6]([C:52]([O:54][CH2:55][CH3:56])=[O:53])[CH2:7][CH2:8]1)[C:13]1[N:14]=[N:15][N:16]([CH3:18])[N:17]=1. The yield is 0.980. (2) The reactants are [OH:1][C:2]1[CH:10]=[CH:9][CH:8]=[C:7]2[C:3]=1[C:4](=[O:17])[N:5]([CH2:12][C:13]([O:15][CH3:16])=[O:14])[C:6]2=[O:11].[C:18]([O-])([O-])=O.[K+].[K+].IC. The catalyst is CN(C=O)C. The product is [CH3:18][O:1][C:2]1[CH:10]=[CH:9][CH:8]=[C:7]2[C:3]=1[C:4](=[O:17])[N:5]([CH2:12][C:13]([O:15][CH3:16])=[O:14])[C:6]2=[O:11]. The yield is 0.770. (3) The reactants are Br[C:2]1[C:7](=[O:8])[N:6]([CH2:9][C:10]2[CH:15]=[CH:14][C:13]([C:16]3[C:17]([C:22]#[N:23])=[CH:18][CH:19]=[CH:20][CH:21]=3)=[CH:12][CH:11]=2)[C:5]([CH2:24][CH2:25][CH3:26])=[N:4][C:3]=1[CH2:27][CH3:28].[CH3:29][C:30]1[CH:35]=[C:34]([CH3:36])[N:33]=[CH:32][C:31]=1[OH:37].[OH-].[K+].CS(C)=O. The catalyst is C(OCC)(=O)C. The product is [CH3:29][C:30]1[CH:35]=[C:34]([CH3:36])[N:33]=[CH:32][C:31]=1[O:37][C:2]1[C:7](=[O:8])[N:6]([CH2:9][C:10]2[CH:15]=[CH:14][C:13]([C:16]3[C:17]([C:22]#[N:23])=[CH:18][CH:19]=[CH:20][CH:21]=3)=[CH:12][CH:11]=2)[C:5]([CH2:24][CH2:25][CH3:26])=[N:4][C:3]=1[CH2:27][CH3:28]. The yield is 0.800. (4) The yield is 0.870. The reactants are [H-].[Al+3].[Li+].[H-].[H-].[H-].[CH3:7][C:8]1[C:17]([N:18]2[C:22]3[CH:23]=[CH:24][C:25]([O:27][C:28]([F:31])([F:30])[F:29])=[CH:26][C:21]=3[N:20]=[C:19]2[C@H:32]2[CH2:36][CH2:35][CH2:34][O:33]2)=[CH:16][CH:15]=[CH:14][C:9]=1[C:10](OC)=[O:11].O.O.O.O.O.O.O.O.O.O.[O-]S([O-])(=O)=O.[Na+].[Na+]. The catalyst is O1CCCC1. The product is [CH3:7][C:8]1[C:17]([N:18]2[C:22]3[CH:23]=[CH:24][C:25]([O:27][C:28]([F:31])([F:30])[F:29])=[CH:26][C:21]=3[N:20]=[C:19]2[C@H:32]2[CH2:36][CH2:35][CH2:34][O:33]2)=[CH:16][CH:15]=[CH:14][C:9]=1[CH2:10][OH:11].